Task: Predict the product of the given reaction.. Dataset: Forward reaction prediction with 1.9M reactions from USPTO patents (1976-2016) Given the reactants [Cl:1][C:2]1[N:7]=[C:6]([C:8]#[C:9][C:10]([CH3:13])([CH3:12])[CH3:11])[C:5]([NH:14]C(=O)CCC)=[CH:4][CH:3]=1.CC([O-])(C)C.[K+], predict the reaction product. The product is: [C:10]([C:9]1[NH:14][C:5]2[C:6](=[N:7][C:2]([Cl:1])=[CH:3][CH:4]=2)[CH:8]=1)([CH3:13])([CH3:12])[CH3:11].